Dataset: hERG Central: cardiac toxicity at 1µM, 10µM, and general inhibition. Task: Predict hERG channel inhibition at various concentrations. (1) The molecule is COc1ccc(O)c(C(=O)c2coc(=N)c(C(=O)Nc3ccc(SC(F)F)cc3)c2)c1. Results: hERG_inhib (hERG inhibition (general)): blocker. (2) The drug is O=C(NCCc1cccc(Cl)c1)c1cc([N+](=O)[O-])ccc1Cl. Results: hERG_inhib (hERG inhibition (general)): blocker.